From a dataset of Forward reaction prediction with 1.9M reactions from USPTO patents (1976-2016). Predict the product of the given reaction. Given the reactants [NH2:1][NH2:2].C([C:5]([C:11]#[N:12])=[C:6]([C:9]#[N:10])[C:7]#[N:8])#N, predict the reaction product. The product is: [NH2:8][C:7]1[NH:2][N:1]=[C:5]([C:11]#[N:12])[C:6]=1[C:9]#[N:10].